From a dataset of CYP2C9 inhibition data for predicting drug metabolism from PubChem BioAssay. Regression/Classification. Given a drug SMILES string, predict its absorption, distribution, metabolism, or excretion properties. Task type varies by dataset: regression for continuous measurements (e.g., permeability, clearance, half-life) or binary classification for categorical outcomes (e.g., BBB penetration, CYP inhibition). Dataset: cyp2c9_veith. (1) The drug is CCc1nc(SCC(=O)NCCc2ccccc2)c2oc3ccccc3c2n1. The result is 1 (inhibitor). (2) The drug is C[C@H](NC(=O)NC1CCCc2ccccc21)C(=O)O. The result is 0 (non-inhibitor). (3) The compound is CN1CCN(c2ncnc3ccc(-c4ccc5c(c4)OCO5)cc23)CC1. The result is 0 (non-inhibitor).